Task: Regression. Given two drug SMILES strings and cell line genomic features, predict the synergy score measuring deviation from expected non-interaction effect.. Dataset: NCI-60 drug combinations with 297,098 pairs across 59 cell lines (1) Synergy scores: CSS=64.8, Synergy_ZIP=13.7, Synergy_Bliss=13.0, Synergy_Loewe=16.1, Synergy_HSA=17.4. Drug 1: CC(CN1CC(=O)NC(=O)C1)N2CC(=O)NC(=O)C2. Cell line: HOP-92. Drug 2: CC1C(C(CC(O1)OC2CC(CC3=C2C(=C4C(=C3O)C(=O)C5=CC=CC=C5C4=O)O)(C(=O)C)O)N)O. (2) Drug 1: C1CC(C1)(C(=O)O)C(=O)O.[NH2-].[NH2-].[Pt+2]. Drug 2: CS(=O)(=O)OCCCCOS(=O)(=O)C. Cell line: M14. Synergy scores: CSS=-4.93, Synergy_ZIP=1.70, Synergy_Bliss=1.26, Synergy_Loewe=-1.17, Synergy_HSA=-2.38. (3) Drug 1: CCC1=C2CN3C(=CC4=C(C3=O)COC(=O)C4(CC)O)C2=NC5=C1C=C(C=C5)O. Drug 2: CN(CC1=CN=C2C(=N1)C(=NC(=N2)N)N)C3=CC=C(C=C3)C(=O)NC(CCC(=O)O)C(=O)O. Cell line: PC-3. Synergy scores: CSS=57.0, Synergy_ZIP=-2.18, Synergy_Bliss=-4.39, Synergy_Loewe=-3.65, Synergy_HSA=-3.06. (4) Drug 1: CC12CCC(CC1=CCC3C2CCC4(C3CC=C4C5=CN=CC=C5)C)O. Drug 2: CNC(=O)C1=CC=CC=C1SC2=CC3=C(C=C2)C(=NN3)C=CC4=CC=CC=N4. Cell line: SK-MEL-2. Synergy scores: CSS=5.14, Synergy_ZIP=0.839, Synergy_Bliss=8.27, Synergy_Loewe=4.57, Synergy_HSA=4.96. (5) Drug 1: C1=C(C(=O)NC(=O)N1)N(CCCl)CCCl. Drug 2: CC1=C(C=C(C=C1)C(=O)NC2=CC(=CC(=C2)C(F)(F)F)N3C=C(N=C3)C)NC4=NC=CC(=N4)C5=CN=CC=C5. Cell line: SF-539. Synergy scores: CSS=44.5, Synergy_ZIP=3.59, Synergy_Bliss=2.33, Synergy_Loewe=2.09, Synergy_HSA=2.00. (6) Drug 1: C1CN1C2=NC(=NC(=N2)N3CC3)N4CC4. Synergy scores: CSS=1.75, Synergy_ZIP=-2.82, Synergy_Bliss=2.48, Synergy_Loewe=-8.99, Synergy_HSA=-1.38. Cell line: RXF 393. Drug 2: C(CCl)NC(=O)N(CCCl)N=O. (7) Drug 1: C1CC(C1)(C(=O)O)C(=O)O.[NH2-].[NH2-].[Pt+2]. Drug 2: CCC1(CC2CC(C3=C(CCN(C2)C1)C4=CC=CC=C4N3)(C5=C(C=C6C(=C5)C78CCN9C7C(C=CC9)(C(C(C8N6C)(C(=O)OC)O)OC(=O)C)CC)OC)C(=O)OC)O.OS(=O)(=O)O. Synergy scores: CSS=0.834, Synergy_ZIP=0.0500, Synergy_Bliss=0.279, Synergy_Loewe=0.645, Synergy_HSA=-0.292. Cell line: HS 578T. (8) Drug 1: CC1=C2C(C(=O)C3(C(CC4C(C3C(C(C2(C)C)(CC1OC(=O)C(C(C5=CC=CC=C5)NC(=O)OC(C)(C)C)O)O)OC(=O)C6=CC=CC=C6)(CO4)OC(=O)C)OC)C)OC. Drug 2: CC1CCCC2(C(O2)CC(NC(=O)CC(C(C(=O)C(C1O)C)(C)C)O)C(=CC3=CSC(=N3)C)C)C. Cell line: T-47D. Synergy scores: CSS=42.8, Synergy_ZIP=4.44, Synergy_Bliss=6.80, Synergy_Loewe=3.41, Synergy_HSA=7.84. (9) Drug 1: C1=CC(=CC=C1C#N)C(C2=CC=C(C=C2)C#N)N3C=NC=N3. Drug 2: C1C(C(OC1N2C=C(C(=O)NC2=O)F)CO)O. Cell line: NCIH23. Synergy scores: CSS=17.9, Synergy_ZIP=-2.19, Synergy_Bliss=0.985, Synergy_Loewe=3.64, Synergy_HSA=3.59.